This data is from Full USPTO retrosynthesis dataset with 1.9M reactions from patents (1976-2016). The task is: Predict the reactants needed to synthesize the given product. Given the product [Br:12][C:13]1[CH:18]=[N+:17]([O-:9])[CH:16]=[C:15]([C:19]([N:21]2[C:29]3[C:24](=[CH:25][C:26]([F:30])=[CH:27][CH:28]=3)[CH2:23][CH2:22]2)=[O:20])[CH:14]=1, predict the reactants needed to synthesize it. The reactants are: ClC1C=CC=C(C(OO)=[O:9])C=1.[Br:12][C:13]1[CH:14]=[C:15]([C:19]([N:21]2[C:29]3[C:24](=[CH:25][C:26]([F:30])=[CH:27][CH:28]=3)[CH2:23][CH2:22]2)=[O:20])[CH:16]=[N:17][CH:18]=1.